From a dataset of Catalyst prediction with 721,799 reactions and 888 catalyst types from USPTO. Predict which catalyst facilitates the given reaction. (1) Reactant: P(Cl)(Cl)([Cl:3])=O.CN(C)[CH:8]=[O:9].[CH3:11][N:12]1[C:19](=[O:20])[CH2:18][C:16](=O)[N:15]([CH3:21])[C:13]1=[O:14]. Product: [Cl:3][C:16]1[N:15]([CH3:21])[C:13](=[O:14])[N:12]([CH3:11])[C:19](=[O:20])[C:18]=1[CH:8]=[O:9]. The catalyst class is: 175. (2) Reactant: [H-].[Na+].[F:3][C:4]([F:16])([F:15])[O:5][C:6]1[CH:11]=[CH:10][C:9]([C:12](=O)[CH3:13])=[CH:8][CH:7]=1.[CH3:17]S(C)=O. Product: [C:12]([C:9]1[CH:10]=[CH:11][C:6]([O:5][C:4]([F:16])([F:15])[F:3])=[CH:7][CH:8]=1)([CH3:17])=[CH2:13]. The catalyst class is: 629.